This data is from Full USPTO retrosynthesis dataset with 1.9M reactions from patents (1976-2016). The task is: Predict the reactants needed to synthesize the given product. Given the product [NH2:21][C:9]1[CH:8]=[C:7]([N:3]([CH2:1][CH3:2])[C:4](=[O:6])[CH3:5])[CH:12]=[CH:11][C:10]=1[NH:13][CH2:14][CH:15]1[CH2:16][CH2:17][O:18][CH2:19][CH2:20]1, predict the reactants needed to synthesize it. The reactants are: [CH2:1]([N:3]([C:7]1[CH:12]=[CH:11][C:10]([NH:13][CH2:14][CH:15]2[CH2:20][CH2:19][O:18][CH2:17][CH2:16]2)=[C:9]([N+:21]([O-])=O)[CH:8]=1)[C:4](=[O:6])[CH3:5])[CH3:2].